This data is from Full USPTO retrosynthesis dataset with 1.9M reactions from patents (1976-2016). The task is: Predict the reactants needed to synthesize the given product. (1) Given the product [ClH:32].[NH2:24][C@@H:20]1[CH2:21][CH2:22][CH2:23][N:18]([C:3]2[C:2]([Br:1])=[CH:7][N:6]=[C:5]3[NH:8][CH:9]=[C:10]([NH:11][C:12](=[O:17])[CH2:13][CH:14]4[CH2:15][CH2:16]4)[C:4]=23)[CH2:19]1, predict the reactants needed to synthesize it. The reactants are: [Br:1][C:2]1[C:3]([N:18]2[CH2:23][CH2:22][CH2:21][C@@H:20]([NH:24]C(=O)OC(C)(C)C)[CH2:19]2)=[C:4]2[C:10]([NH:11][C:12](=[O:17])[CH2:13][CH:14]3[CH2:16][CH2:15]3)=[CH:9][NH:8][C:5]2=[N:6][CH:7]=1.[ClH:32]. (2) Given the product [C:21]([N:37]1[C:38](=[O:39])[CH:40]=[CH:41][N:34]([C@@H:44]2[C:45]3([CH2:47][CH2:46]3)[C@H:48]3[C@@H:49]([O:50][Si:51]([CH:65]([CH3:66])[CH3:67])([CH:62]([CH3:64])[CH3:63])[O:52][Si:53]([CH:56]([CH3:57])[CH3:58])([CH:59]([CH3:61])[CH3:60])[O:54][CH2:55]3)[C@@H:43]2[F:42])[C:35]1=[O:36])(=[O:23])[C:14]1[CH:15]=[CH:16][CH:17]=[CH:18][CH:19]=1, predict the reactants needed to synthesize it. The reactants are: [C:14]1(P([C:14]2[CH:19]=[CH:18][CH:17]=[CH:16][CH:15]=2)[C:14]2[CH:19]=[CH:18][CH:17]=[CH:16][CH:15]=2)[CH:19]=[CH:18][CH:17]=[CH:16][CH:15]=1.C[CH:21]([O:23]C(/N=N/C(OC(C)C)=O)=O)C.[NH:34]1[CH:41]=[CH:40][C:38](=[O:39])[NH:37][C:35]1=[O:36].[F:42][C@H:43]1[C@@H:49]2[O:50][Si:51]([CH:65]([CH3:67])[CH3:66])([CH:62]([CH3:64])[CH3:63])[O:52][Si:53]([CH:59]([CH3:61])[CH3:60])([CH:56]([CH3:58])[CH3:57])[O:54][CH2:55][C@H:48]2[C:45]2([CH2:47][CH2:46]2)[C@@H:44]1O. (3) Given the product [C:1]1([S:7]([N:10]2[C:14]3=[N:15][CH:16]=[C:17]([F:19])[CH:18]=[C:13]3[CH:12]=[C:11]2[CH:20]([OH:37])[CH2:21][CH:22]2[CH2:23][CH2:27][CH2:26][CH2:25]2)(=[O:9])=[O:8])[CH:6]=[CH:5][CH:4]=[CH:3][CH:2]=1, predict the reactants needed to synthesize it. The reactants are: [C:1]1([S:7]([N:10]2[C:14]3=[N:15][CH:16]=[C:17]([F:19])[CH:18]=[C:13]3[CH:12]=[CH:11]2)(=[O:9])=[O:8])[CH:6]=[CH:5][CH:4]=[CH:3][CH:2]=1.[CH2:20]([Li])[CH2:21][CH2:22][CH3:23].[CH3:25][CH2:26][CH2:27]CCC.C1(C=[O:37])CCCC1. (4) Given the product [CH3:35][S:32]([CH2:31][C:30]1[N:36]=[C:25]([CH:11]2[CH2:12][CH:13]([C:15]3[CH:16]=[CH:17][C:18]([C:21]([F:24])([F:22])[F:23])=[CH:19][CH:20]=3)[CH2:14][N:9]([C:7]([N:1]3[CH2:6][CH2:5][O:4][CH2:3][CH2:2]3)=[O:8])[CH2:10]2)[O:27][N:29]=1)(=[O:34])=[O:33], predict the reactants needed to synthesize it. The reactants are: [N:1]1([C:7]([N:9]2[CH2:14][CH:13]([C:15]3[CH:20]=[CH:19][C:18]([C:21]([F:24])([F:23])[F:22])=[CH:17][CH:16]=3)[CH2:12][CH:11]([C:25]([OH:27])=O)[CH2:10]2)=[O:8])[CH2:6][CH2:5][O:4][CH2:3][CH2:2]1.O[NH:29][C:30](=[NH:36])[CH2:31][S:32]([CH3:35])(=[O:34])=[O:33]. (5) Given the product [CH3:41][C:33]1([CH3:42])[N:32]([C:30]([O:29][C:25]([CH3:27])([CH3:26])[CH3:28])=[O:31])[C@@:36]([CH3:40])([C:37](=[O:38])[NH:2][CH2:3][C:4]([C:6]2[CH:11]=[CH:10][C:9]([O:12][CH2:13][CH2:14][CH2:15][CH2:16][CH2:17][CH2:18][CH2:19][CH3:20])=[C:8]([C:21]([F:22])([F:23])[F:24])[CH:7]=2)=[O:5])[CH2:35][O:34]1, predict the reactants needed to synthesize it. The reactants are: Cl.[NH2:2][CH2:3][C:4]([C:6]1[CH:11]=[CH:10][C:9]([O:12][CH2:13][CH2:14][CH2:15][CH2:16][CH2:17][CH2:18][CH2:19][CH3:20])=[C:8]([C:21]([F:24])([F:23])[F:22])[CH:7]=1)=[O:5].[C:25]([O:29][C:30]([N:32]1[C@@:36]([CH3:40])([C:37](O)=[O:38])[CH2:35][O:34][C:33]1([CH3:42])[CH3:41])=[O:31])([CH3:28])([CH3:27])[CH3:26].